This data is from Reaction yield outcomes from USPTO patents with 853,638 reactions. The task is: Predict the reaction yield, written as a fraction of the theoretical maximum amount of product (1.0 means a 100% yield; for example, 0.34 means a 34% yield). The reactants are [CH2:1]([CH:3]1[CH2:7][CH:6]([O:8][CH:9]2[CH2:14][CH2:13][O:12][CH2:11][CH2:10]2)[CH2:5][CH:4]1[C:15]1[N:19]2[C:20]3[CH:26]=[CH:25][N:24](S(C4C=CC(C)=CC=4)(=O)=O)[C:21]=3[N:22]=[CH:23][C:18]2=[N:17][N:16]=1)[CH3:2].[OH-].[Na+].Cl. The catalyst is O1CCOCC1. The product is [CH2:1]([C@@H:3]1[CH2:7][C@H:6]([O:8][CH:9]2[CH2:14][CH2:13][O:12][CH2:11][CH2:10]2)[CH2:5][C@@H:4]1[C:15]1[N:19]2[C:20]3[CH:26]=[CH:25][NH:24][C:21]=3[N:22]=[CH:23][C:18]2=[N:17][N:16]=1)[CH3:2]. The yield is 0.480.